This data is from NCI-60 drug combinations with 297,098 pairs across 59 cell lines. The task is: Regression. Given two drug SMILES strings and cell line genomic features, predict the synergy score measuring deviation from expected non-interaction effect. (1) Drug 1: C1=C(C(=O)NC(=O)N1)N(CCCl)CCCl. Drug 2: C1=CC=C(C=C1)NC(=O)CCCCCCC(=O)NO. Cell line: EKVX. Synergy scores: CSS=13.6, Synergy_ZIP=2.53, Synergy_Bliss=5.82, Synergy_Loewe=4.96, Synergy_HSA=5.23. (2) Drug 1: C1CCC(C1)C(CC#N)N2C=C(C=N2)C3=C4C=CNC4=NC=N3. Drug 2: CCC1(C2=C(COC1=O)C(=O)N3CC4=CC5=C(C=CC(=C5CN(C)C)O)N=C4C3=C2)O.Cl. Cell line: HCC-2998. Synergy scores: CSS=4.57, Synergy_ZIP=-1.33, Synergy_Bliss=-5.46, Synergy_Loewe=-24.0, Synergy_HSA=-9.92. (3) Drug 1: C1=CC(=CC=C1CCCC(=O)O)N(CCCl)CCCl. Drug 2: C(=O)(N)NO. Cell line: CCRF-CEM. Synergy scores: CSS=62.5, Synergy_ZIP=-6.76, Synergy_Bliss=-3.59, Synergy_Loewe=-3.38, Synergy_HSA=1.90. (4) Drug 1: CCCS(=O)(=O)NC1=C(C(=C(C=C1)F)C(=O)C2=CNC3=C2C=C(C=N3)C4=CC=C(C=C4)Cl)F. Drug 2: C#CCC(CC1=CN=C2C(=N1)C(=NC(=N2)N)N)C3=CC=C(C=C3)C(=O)NC(CCC(=O)O)C(=O)O. Cell line: SK-MEL-28. Synergy scores: CSS=38.7, Synergy_ZIP=2.21, Synergy_Bliss=1.93, Synergy_Loewe=0.810, Synergy_HSA=0.980. (5) Drug 1: CCCCC(=O)OCC(=O)C1(CC(C2=C(C1)C(=C3C(=C2O)C(=O)C4=C(C3=O)C=CC=C4OC)O)OC5CC(C(C(O5)C)O)NC(=O)C(F)(F)F)O. Drug 2: C(CC(=O)O)C(=O)CN.Cl. Cell line: HOP-92. Synergy scores: CSS=46.3, Synergy_ZIP=-7.19, Synergy_Bliss=-5.56, Synergy_Loewe=-2.51, Synergy_HSA=-0.810. (6) Drug 1: C1CN1P(=S)(N2CC2)N3CC3. Drug 2: C1CCC(C(C1)N)N.C(=O)(C(=O)[O-])[O-].[Pt+4]. Cell line: UO-31. Synergy scores: CSS=19.5, Synergy_ZIP=-6.40, Synergy_Bliss=0.397, Synergy_Loewe=-1.17, Synergy_HSA=0.602. (7) Drug 1: CCC1(CC2CC(C3=C(CCN(C2)C1)C4=CC=CC=C4N3)(C5=C(C=C6C(=C5)C78CCN9C7C(C=CC9)(C(C(C8N6C)(C(=O)OC)O)OC(=O)C)CC)OC)C(=O)OC)O.OS(=O)(=O)O. Drug 2: CC12CCC3C(C1CCC2O)C(CC4=C3C=CC(=C4)O)CCCCCCCCCS(=O)CCCC(C(F)(F)F)(F)F. Cell line: OVCAR-8. Synergy scores: CSS=4.36, Synergy_ZIP=-2.05, Synergy_Bliss=-1.64, Synergy_Loewe=2.25, Synergy_HSA=0.159.